This data is from Full USPTO retrosynthesis dataset with 1.9M reactions from patents (1976-2016). The task is: Predict the reactants needed to synthesize the given product. (1) Given the product [CH:1]1([CH2:7][C@H:8]([N:12]2[CH2:16][C:15]([O:17][C:18]3[CH:23]=[CH:22][CH:21]=[C:20]([F:24])[C:19]=3[F:25])=[CH:14][C:13]2=[O:26])[C:9]([NH:67][C:64]2[CH:65]=[CH:66][N:62]([CH2:61][C:60]([OH:59])([CH3:90])[CH3:28])[N:63]=2)=[O:11])[CH2:2][CH2:3][CH2:4][CH2:5][CH2:6]1, predict the reactants needed to synthesize it. The reactants are: [CH:1]1([CH2:7][C@H:8]([N:12]2[CH2:16][C:15]([O:17][C:18]3[CH:23]=[CH:22][CH:21]=[C:20]([F:24])[C:19]=3[F:25])=[CH:14][C:13]2=[O:26])[C:9]([OH:11])=O)[CH2:6][CH2:5][CH2:4][CH2:3][CH2:2]1.Cl.[CH3:28]N(C)CCCN=C=NCC.C(N(CC)C(C)C)(C)C.ON1C2C=CC=CC=2N=N1.Cl.[OH:59][C@@H:60]([CH2:90]O)[CH2:61][N:62]1[CH:66]=[CH:65][C:64]([NH:67]C(=O)[C@@H](N2CC(OC3C=CC=C(Cl)C=3Cl)=CC2=O)CC(C)C)=[N:63]1. (2) The reactants are: C(OC(=O)[NH:7][C:8]1([C:12]2[CH:17]=[CH:16][C:15]([C:18]3[N:22]4[C:23]5[CH:35]=[CH:34][CH:33]=[N:32][C:24]=5[NH:25][C:26]5[CH:31]=[CH:30][CH:29]=[CH:28][C:27]=5[C:21]4=[N:20][C:19]=3[C:36]3[CH:41]=[CH:40][C:39]([C:42]([N:44]4[CH2:48][CH2:47][CH2:46][CH2:45]4)=[O:43])=[CH:38][CH:37]=3)=[CH:14][CH:13]=2)[CH2:11][CH2:10][CH2:9]1)(C)(C)C.[ClH:50].O1CCOCC1. Given the product [ClH:50].[ClH:50].[ClH:50].[N:44]1([C:42]([C:39]2[CH:40]=[CH:41][C:36]([C:19]3[N:20]=[C:21]4[C:27]5[CH:28]=[CH:29][CH:30]=[CH:31][C:26]=5[NH:25][C:24]5[N:32]=[CH:33][CH:34]=[CH:35][C:23]=5[N:22]4[C:18]=3[C:15]3[CH:14]=[CH:13][C:12]([C:8]4([NH2:7])[CH2:9][CH2:10][CH2:11]4)=[CH:17][CH:16]=3)=[CH:37][CH:38]=2)=[O:43])[CH2:45][CH2:46][CH2:47][CH2:48]1, predict the reactants needed to synthesize it. (3) Given the product [CH3:22][C:21]([CH3:26])=[CH:20][C:2]1[C:12]2[O:11][CH2:10][CH2:9][N:8]([C:13]([O:15][C:16]([CH3:19])([CH3:18])[CH3:17])=[O:14])[CH2:7][C:6]=2[CH:5]=[CH:4][CH:3]=1, predict the reactants needed to synthesize it. The reactants are: Br[C:2]1[C:12]2[O:11][CH2:10][CH2:9][N:8]([C:13]([O:15][C:16]([CH3:19])([CH3:18])[CH3:17])=[O:14])[CH2:7][C:6]=2[CH:5]=[CH:4][CH:3]=1.[CH3:20][C:21]([CH3:26])=[CH:22]B(O)O.C(=O)([O-])[O-].[Na+].[Na+].O.